From a dataset of Full USPTO retrosynthesis dataset with 1.9M reactions from patents (1976-2016). Predict the reactants needed to synthesize the given product. (1) Given the product [CH2:22]([O:21][C:19]([C:18]1[CH2:17][C:16](=[O:24])[NH:15][C:6]2[CH:7]=[C:8]([O:13][CH3:14])[C:9]([O:11][CH3:12])=[CH:10][C:5]=2[C:4]=1[OH:25])=[O:20])[CH3:23], predict the reactants needed to synthesize it. The reactants are: C(O[C:4](=[O:25])[C:5]1[CH:10]=[C:9]([O:11][CH3:12])[C:8]([O:13][CH3:14])=[CH:7][C:6]=1[NH:15][C:16](=[O:24])[CH2:17][CH2:18][C:19]([O:21][CH2:22][CH3:23])=[O:20])C.CN(C)C=O.[H-].[Na+].[H][H]. (2) Given the product [Br:1][C:2]1[CH:7]=[CH:6][C:5]([N:8]2[CH2:12][CH2:11][N:10]([C:64]3[CH:69]=[CH:68][CH:67]=[C:66]([C:70]([F:73])([F:72])[F:71])[CH:65]=3)[C:9]2=[O:13])=[CH:4][C:3]=1[CH3:14], predict the reactants needed to synthesize it. The reactants are: [Br:1][C:2]1[CH:7]=[CH:6][C:5]([N:8]2[CH2:12][CH2:11][NH:10][C:9]2=[O:13])=[CH:4][C:3]=1[CH3:14].CC1(C)C2C=CC=C(P(C3C=CC=CC=3)C3C=CC=CC=3)C=2OC2C1=CC=CC=2P(C1C=CC=CC=1)C1C=CC=CC=1.C([O-])([O-])=O.[Cs+].[Cs+].Br[C:64]1[CH:69]=[CH:68][CH:67]=[C:66]([C:70]([F:73])([F:72])[F:71])[CH:65]=1. (3) The reactants are: [CH:1]1([C:7]2[CH:20]=[CH:19][C:10]([O:11][CH2:12][CH:13]3[O:17][C:16]([NH2:18])=[N:15][CH2:14]3)=[CH:9][CH:8]=2)[CH2:6][CH2:5][CH2:4][CH2:3][CH2:2]1.[C:21](OCC)(=[O:26])[C:22]#[C:23][CH2:24][CH3:25]. Given the product [CH:1]1([C:7]2[CH:20]=[CH:19][C:10]([O:11][CH2:12][CH:13]3[O:17][C:16]4=[N:18][C:21](=[O:26])[CH:22]=[C:23]([CH2:24][CH3:25])[N:15]4[CH2:14]3)=[CH:9][CH:8]=2)[CH2:2][CH2:3][CH2:4][CH2:5][CH2:6]1, predict the reactants needed to synthesize it. (4) Given the product [NH:31]1[C:32]2[C:37](=[CH:36][CH:35]=[CH:34][CH:33]=2)[C:29]([C@H:28]2[C@H:24]([C:17]3[CH:18]=[CH:19][C:20]4[CH2:22][NH:23][CH2:11][CH2:12][N:13]5[C:21]=4[C:16]=3[CH:15]=[CH:14]5)[C:25](=[O:39])[NH:26][C:27]2=[O:38])=[CH:30]1, predict the reactants needed to synthesize it. The reactants are: C(OC([CH:11]1[NH:23][CH2:22][C:20]2=[C:21]3[C:16](=[C:17]([C@H:24]4[C@H:28]([C:29]5[C:37]6[C:32](=[CH:33][CH:34]=[CH:35][CH:36]=6)[NH:31][CH:30]=5)[C:27](=[O:38])[NH:26][C:25]4=[O:39])[CH:18]=[CH:19]2)[CH:15]=[CH:14][N:13]3[CH2:12]1)=O)C1C=CC=CC=1.[H][H].